This data is from Forward reaction prediction with 1.9M reactions from USPTO patents (1976-2016). The task is: Predict the product of the given reaction. (1) Given the reactants [Cl:1][C:2]1[CH:3]=[C:4]([C:9]2[N:13]([C:14]3[CH:19]=[CH:18][CH:17]=[C:16]([Cl:20])[CH:15]=3)[N:12]=[C:11]([C:21](O)=[O:22])[CH:10]=2)[CH:5]=[CH:6][C:7]=1[F:8].ClC1C=C(N2C(C3C=C(F)C=C(Cl)C=3)=CC(C([N:47]3[CH2:51][C:50](=[O:52])[NH:49][CH2:48]3)=O)=N2)C=CC=1F, predict the reaction product. The product is: [Cl:1][C:2]1[CH:3]=[C:4]([C:9]2[N:13]([C:14]3[CH:19]=[CH:18][CH:17]=[C:16]([Cl:20])[CH:15]=3)[N:12]=[C:11]([C:21]([N:47]3[CH2:51][C:50](=[O:52])[NH:49][CH2:48]3)=[O:22])[CH:10]=2)[CH:5]=[CH:6][C:7]=1[F:8]. (2) Given the reactants [F:1][C:2]1[CH:3]=[C:4]([CH:14]=[CH:15][CH:16]=1)[CH2:5][N:6]1[CH:11]=[CH:10][C:9]([OH:12])=[CH:8][C:7]1=[O:13].N1C=CC=CC=1.[F:23][C:24]([F:37])([F:36])[S:25](O[S:25]([C:24]([F:37])([F:36])[F:23])(=[O:27])=[O:26])(=[O:27])=[O:26], predict the reaction product. The product is: [F:23][C:24]([F:37])([F:36])[S:25]([O:12][C:9]1[CH:10]=[CH:11][N:6]([CH2:5][C:4]2[CH:14]=[CH:15][CH:16]=[C:2]([F:1])[CH:3]=2)[C:7](=[O:13])[CH:8]=1)(=[O:27])=[O:26]. (3) Given the reactants Br[C:2]1[N:3]([CH2:10][CH:11]([CH2:14][O:15][C:16]2[CH:17]=[N:18][C:19]([Br:22])=[CH:20][CH:21]=2)[CH2:12][OH:13])[CH:4]=[C:5]([N+:7]([O-:9])=[O:8])[N:6]=1.[H-].[Na+], predict the reaction product. The product is: [Br:22][C:19]1[N:18]=[CH:17][C:16]([O:15][CH2:14][CH:11]2[CH2:12][O:13][C:2]3=[N:6][C:5]([N+:7]([O-:9])=[O:8])=[CH:4][N:3]3[CH2:10]2)=[CH:21][CH:20]=1. (4) Given the reactants [CH2:1]([N:3]1[C:7]([CH2:8][CH2:9][CH2:10][NH:11][C:12](=O)[CH2:13][CH2:14][C:15]2[CH:20]=[CH:19][C:18]([C:21]([F:24])([F:23])[F:22])=[CH:17][C:16]=2[F:25])=[CH:6][C:5]([CH3:27])=[N:4]1)[CH3:2].P(Cl)(Cl)(Cl)=O.[BH4-].[Na+], predict the reaction product. The product is: [CH2:1]([N:3]1[C:7]2[CH2:8][CH2:9][CH2:10][NH:11][CH:12]([CH2:13][CH2:14][C:15]3[CH:20]=[CH:19][C:18]([C:21]([F:24])([F:23])[F:22])=[CH:17][C:16]=3[F:25])[C:6]=2[C:5]([CH3:27])=[N:4]1)[CH3:2]. (5) Given the reactants [Br:1][CH2:2][CH2:3][C@H:4]1[CH2:8][CH2:7][CH2:6][N:5]1[S:9]([C:12]1[CH:20]=[C:19]2[C:15](C=C[NH:18]2)=[CH:14][CH:13]=1)(=[O:11])=[O:10].Cl.ClC1C=C[C:26]([O:27]C2CCNCC2)=CC=1.[C:36](=[O:39])(O)[O-].[Na+].[I-].[Na+], predict the reaction product. The product is: [Br:1][CH2:2][CH2:3][C@H:4]1[CH2:8][CH2:7][CH2:6][N:5]1[S:9]([C:12]1[CH:13]=[CH:14][C:15]2[O:27][CH2:26][C:36](=[O:39])[NH:18][C:19]=2[CH:20]=1)(=[O:11])=[O:10].